From a dataset of Peptide-MHC class I binding affinity with 185,985 pairs from IEDB/IMGT. Regression. Given a peptide amino acid sequence and an MHC pseudo amino acid sequence, predict their binding affinity value. This is MHC class I binding data. (1) The peptide sequence is YTGDFDSVI. The MHC is Patr-A0701 with pseudo-sequence Patr-A0701. The binding affinity (normalized) is 0.116. (2) The peptide sequence is IMYNYPAML. The MHC is HLA-B08:01 with pseudo-sequence HLA-B08:01. The binding affinity (normalized) is 0.270. (3) The peptide sequence is GDYSEVAL. The MHC is Mamu-B01 with pseudo-sequence Mamu-B01. The binding affinity (normalized) is 0.409. (4) The peptide sequence is AYSPFAFKK. The MHC is HLA-A69:01 with pseudo-sequence HLA-A69:01. The binding affinity (normalized) is 0.0847. (5) The peptide sequence is KMSFLPIIF. The MHC is HLA-B15:03 with pseudo-sequence HLA-B15:03. The binding affinity (normalized) is 1.00.